This data is from Catalyst prediction with 721,799 reactions and 888 catalyst types from USPTO. The task is: Predict which catalyst facilitates the given reaction. Reactant: ClC(OCC)=O.[C:7]1([CH2:13][O:14][C:15]2[CH:16]=[C:17]([CH2:21][CH2:22][C:23]([OH:25])=O)[CH:18]=[CH:19][CH:20]=2)[CH:12]=[CH:11][CH:10]=[CH:9][CH:8]=1.C([N:28](CC)CC)C.N. Product: [C:7]1([CH2:13][O:14][C:15]2[CH:16]=[C:17]([CH2:21][CH2:22][C:23]([NH2:28])=[O:25])[CH:18]=[CH:19][CH:20]=2)[CH:12]=[CH:11][CH:10]=[CH:9][CH:8]=1. The catalyst class is: 1.